Dataset: Reaction yield outcomes from USPTO patents with 853,638 reactions. Task: Predict the reaction yield, written as a fraction of the theoretical maximum amount of product (1.0 means a 100% yield; for example, 0.34 means a 34% yield). (1) The reactants are [Cl-].[Al+3].[Cl-].[Cl-].[H-].[Al+3].[Li+].[H-].[H-].[H-].[CH:11]([C:14]1[CH:19]=[CH:18][C:17]([CH:20]2[C:24]3[C:25]([CH3:43])=[C:26]([NH:31][C:32]([C:34]4[CH:42]=[CH:41][C:37]5[O:38][CH2:39][O:40][C:36]=5[CH:35]=4)=O)[C:27]([CH3:30])=[C:28]([CH3:29])[C:23]=3[O:22][C:21]2([CH3:45])[CH3:44])=[CH:16][CH:15]=1)([CH3:13])[CH3:12].[OH-].[Na+]. The catalyst is O1CCCC1. The product is [O:38]1[C:37]2[CH:41]=[CH:42][C:34]([CH2:32][NH:31][C:26]3[C:27]([CH3:30])=[C:28]([CH3:29])[C:23]4[O:22][C:21]([CH3:45])([CH3:44])[CH:20]([C:17]5[CH:16]=[CH:15][C:14]([CH:11]([CH3:13])[CH3:12])=[CH:19][CH:18]=5)[C:24]=4[C:25]=3[CH3:43])=[CH:35][C:36]=2[O:40][CH2:39]1. The yield is 0.400. (2) The reactants are [Cl:1][C:2]1[CH:7]=[CH:6][CH:5]=[CH:4][C:3]=1[CH:8]=[CH:9][O:10]C.Cl.C(=O)(O)[O-].[Na+]. The catalyst is O1CCOCC1.C(OCC)C. The product is [Cl:1][C:2]1[CH:7]=[CH:6][CH:5]=[CH:4][C:3]=1[CH2:8][CH:9]=[O:10]. The yield is 0.900. (3) The reactants are [CH3:1][N:2]1[C:6]2=[C:7]3[CH:13]=[C:12]([C:14]4[CH:15]=[C:16]([CH2:20][NH2:21])[CH:17]=[CH:18][CH:19]=4)[NH:11][C:8]3=[N:9][CH:10]=[C:5]2[CH:4]=[N:3]1.CCN(C(C)C)C(C)C.[CH3:31][S:32](Cl)(=[O:34])=[O:33]. The catalyst is CN(C=O)C. The product is [CH3:1][N:2]1[C:6]2=[C:7]3[CH:13]=[C:12]([C:14]4[CH:15]=[C:16]([CH:17]=[CH:18][CH:19]=4)[CH2:20][NH:21][S:32]([CH3:31])(=[O:34])=[O:33])[NH:11][C:8]3=[N:9][CH:10]=[C:5]2[CH:4]=[N:3]1. The yield is 0.580. (4) The reactants are Cl.[NH2:2][CH2:3][C:4]1[CH:13]=[CH:12][CH:11]=[C:10]2[C:5]=1[C:6](=[O:23])[N:7]([CH:15]1[CH2:20][CH2:19][C:18](=[O:21])[NH:17][C:16]1=[O:22])[C:8]([CH3:14])=[N:9]2.[F:24][C:25]1[CH:26]=[C:27]([CH:31]=[CH:32][CH:33]=1)[C:28](Cl)=[O:29].C(N(CC)C(C)C)(C)C. The catalyst is C(#N)C. The product is [O:22]=[C:16]1[CH:15]([N:7]2[C:6](=[O:23])[C:5]3[C:10](=[CH:11][CH:12]=[CH:13][C:4]=3[CH2:3][NH:2][C:28](=[O:29])[C:27]3[CH:31]=[CH:32][CH:33]=[C:25]([F:24])[CH:26]=3)[N:9]=[C:8]2[CH3:14])[CH2:20][CH2:19][C:18](=[O:21])[NH:17]1. The yield is 0.400. (5) The product is [CH2:1]([O:4][CH:5]1[CH2:14][CH2:13][C:8](=[O:9])[CH2:7][CH2:6]1)[CH2:2][CH3:3]. The reactants are [CH2:1]([O:4][CH:5]1[CH2:14][CH2:13][C:8]2(OCC[O:9]2)[CH2:7][CH2:6]1)[CH2:2][CH3:3].Cl. The yield is 1.00. The catalyst is O1CCCC1.O. (6) The reactants are [C:1]([O:5][C:6](=[O:16])[NH:7][C:8]1[CH:9]=[N:10][C:11]([Cl:15])=[CH:12][C:13]=1I)([CH3:4])([CH3:3])[CH3:2].[CH3:17][C:18]([CH3:22])([CH3:21])[C:19]#[CH:20].C(N(CC)CC)C. The catalyst is C1(C)C=CC=CC=1.O.[Cu]I.Cl[Pd](Cl)([P](C1C=CC=CC=1)(C1C=CC=CC=1)C1C=CC=CC=1)[P](C1C=CC=CC=1)(C1C=CC=CC=1)C1C=CC=CC=1. The product is [C:1]([O:5][C:6](=[O:16])[NH:7][C:8]1[CH:9]=[N:10][C:11]([Cl:15])=[CH:12][C:13]=1[C:20]#[C:19][C:18]([CH3:22])([CH3:21])[CH3:17])([CH3:4])([CH3:3])[CH3:2]. The yield is 0.780. (7) The reactants are [CH3:1][C:2]1[CH:7]=[CH:6][CH:5]=[CH:4][C:3]=1[SH:8].C(=O)([O-])[O-:10].[K+].[K+].I[CH:16]([CH3:18])[CH3:17].[OH2:19]. The catalyst is C(#N)C. The product is [CH3:1][C:2]1[CH:7]=[CH:6][CH:5]=[CH:4][C:3]=1[S:8]([CH:16]([CH3:18])[CH3:17])(=[O:10])=[O:19]. The yield is 0.870. (8) The product is [CH3:27][CH:28]([CH3:32])[CH2:29][N:30]1[C:5]([C:7]2[C:12](=[O:13])[CH:11]=[CH:10][N:9]([C:14]3[CH:15]=[CH:16][C:17]([N:20]4[CH2:25][CH2:24][O:23][CH2:22][CH2:21]4)=[CH:18][CH:19]=3)[N:8]=2)=[CH:4][CH:3]=[N:31]1. The reactants are CN(C)[CH:3]=[CH:4][C:5]([C:7]1[C:12](=[O:13])[CH:11]=[CH:10][N:9]([C:14]2[CH:19]=[CH:18][C:17]([N:20]3[CH2:25][CH2:24][O:23][CH2:22][CH2:21]3)=[CH:16][CH:15]=2)[N:8]=1)=O.[CH3:27][CH:28]([CH3:32])[CH2:29][NH:30][NH2:31]. The yield is 0.150. The catalyst is CO. (9) The reactants are [F:1][C:2]([F:7])([F:6])[C:3]([OH:5])=[O:4].[Cl:8][C:9]1[CH:14]=[CH:13][C:12]([N:15]2[CH:19]=[C:18]([C:20]([O:22]CC)=[O:21])[CH:17]=[N:16]2)=[C:11]([C:25]2[N:26]=[CH:27][N:28]([C@@H:32]3[C:48]4[CH:49]=[C:44]([CH:45]=[CH:46][N:47]=4)[C:43]4[N:42]([CH3:50])[N:41]=[CH:40][C:39]=4[NH:38][C:37](=[O:51])[C@H:36]([CH3:52])[CH2:35][CH2:34][CH2:33]3)[C:29](=[O:31])[CH:30]=2)[CH:10]=1.O[Li].O.Cl. The catalyst is C1COCC1.O.CO. The product is [F:1][C:2]([F:7])([F:6])[C:3]([OH:5])=[O:4].[Cl:8][C:9]1[CH:14]=[CH:13][C:12]([N:15]2[CH:19]=[C:18]([C:20]([OH:22])=[O:21])[CH:17]=[N:16]2)=[C:11]([C:25]2[N:26]=[CH:27][N:28]([C@@H:32]3[C:48]4[CH:49]=[C:44]([CH:45]=[CH:46][N:47]=4)[C:43]4[N:42]([CH3:50])[N:41]=[CH:40][C:39]=4[NH:38][C:37](=[O:51])[C@H:36]([CH3:52])[CH2:35][CH2:34][CH2:33]3)[C:29](=[O:31])[CH:30]=2)[CH:10]=1. The yield is 0.300.